Dataset: Full USPTO retrosynthesis dataset with 1.9M reactions from patents (1976-2016). Task: Predict the reactants needed to synthesize the given product. (1) Given the product [CH2:1]([O:3][C:4](=[O:13])[C:5]1[CH:10]=[C:9]([NH:11][C:15]2[N:16]=[CH:17][C:18]([C:21]3[CH:22]=[CH:23][C:24]([O:27][CH3:28])=[CH:25][CH:26]=3)=[CH:19][N:20]=2)[CH:8]=[N:7][C:6]=1[CH3:12])[CH3:2], predict the reactants needed to synthesize it. The reactants are: [CH2:1]([O:3][C:4](=[O:13])[C:5]1[CH:10]=[C:9]([NH2:11])[CH:8]=[N:7][C:6]=1[CH3:12])[CH3:2].Cl[C:15]1[N:20]=[CH:19][C:18]([C:21]2[CH:26]=[CH:25][C:24]([O:27][CH3:28])=[CH:23][CH:22]=2)=[CH:17][N:16]=1.CC1(C)C2C(=C(P(C3C=CC=CC=3)C3C=CC=CC=3)C=CC=2)OC2C(P(C3C=CC=CC=3)C3C=CC=CC=3)=CC=CC1=2.C([O-])([O-])=O.[Cs+].[Cs+]. (2) Given the product [CH:41]1([N:19]2[C:20](=[O:24])[C:21]([O:22][CH3:23])=[C:16]([C:8]3[CH:9]=[CH:10][C:11]([S:12]([CH3:15])(=[O:13])=[O:14])=[C:6]([C:3]4[CH2:4][CH2:5][O:1][N:2]=4)[C:7]=3[CH3:25])[CH:17]=[N:18]2)[CH2:42][CH2:43][CH2:44][CH2:39]1, predict the reactants needed to synthesize it. The reactants are: [O:1]1[CH2:5][CH2:4][C:3]([C:6]2[C:7]([CH3:25])=[C:8]([C:16]3[CH:17]=[N:18][NH:19][C:20](=[O:24])[C:21]=3[O:22][CH3:23])[CH:9]=[CH:10][C:11]=2[S:12]([CH3:15])(=[O:14])=[O:13])=[N:2]1.[C:43]1(P([C:39]2[CH:44]=[CH:43][CH:42]=[CH:41]C=2)[C:43]2[CH:44]=[CH:39]C=[CH:41][CH:42]=2)[CH:44]=[CH:39]C=[CH:41][CH:42]=1.C1(O)CCCC1.N(C(OC(C)C)=O)=NC(OC(C)C)=O. (3) Given the product [CH3:26][S:27][CH2:28][N:19]1[CH:20]=[CH:21][C:16]([N:3]2[CH:4]=[C:5]([C:7]#[C:8][C:9]3[CH:10]=[C:11]([CH3:15])[CH:12]=[CH:13][CH:14]=3)[N:6]=[C:2]2[CH3:1])=[CH:17][C:18]1=[O:22], predict the reactants needed to synthesize it. The reactants are: [CH3:1][C:2]1[N:3]([C:16]2[CH:21]=[CH:20][NH:19][C:18](=[O:22])[CH:17]=2)[CH:4]=[C:5]([C:7]#[C:8][C:9]2[CH:10]=[C:11]([CH3:15])[CH:12]=[CH:13][CH:14]=2)[N:6]=1.[H-].[Na+].Cl[CH2:26][S:27][CH3:28]. (4) Given the product [CH3:17][NH:16][C:14](=[O:15])[CH2:13][NH:5][CH2:4][C:3]([NH:2][CH3:1])=[O:18], predict the reactants needed to synthesize it. The reactants are: [CH3:1][NH:2][C:3](=[O:18])[CH2:4][N:5]([CH2:13][C:14]([NH:16][CH3:17])=[O:15])CC1C=CC=CC=1. (5) The reactants are: [C:1](Cl)(=[O:6])[C:2]([CH3:5])([CH3:4])[CH3:3].[NH2:8][CH2:9][C:10]1[C:11]([F:18])=[C:12]([C:14]([F:17])=[CH:15][CH:16]=1)[NH2:13]. Given the product [NH2:13][C:12]1[C:11]([F:18])=[C:10]([CH:16]=[CH:15][C:14]=1[F:17])[CH2:9][NH:8][C:1](=[O:6])[C:2]([CH3:5])([CH3:4])[CH3:3], predict the reactants needed to synthesize it. (6) Given the product [Cl:1][C:2]1[CH:7]=[CH:6][C:5]([O:8][C:9]2[CH:16]=[CH:15][C:14]([CH2:17][O:18][C:19]3[CH:24]=[CH:23][N:22]([CH2:31][CH3:32])[C:21](=[O:25])[N:20]=3)=[CH:13][C:10]=2[C:11]#[N:12])=[CH:4][C:3]=1[C:26]([F:27])([F:29])[F:28], predict the reactants needed to synthesize it. The reactants are: [Cl:1][C:2]1[CH:7]=[CH:6][C:5]([O:8][C:9]2[CH:16]=[CH:15][C:14]([CH2:17][O:18][C:19]3[NH:20][C:21](=[O:25])[N:22]=[CH:23][CH:24]=3)=[CH:13][C:10]=2[C:11]#[N:12])=[CH:4][C:3]=1[C:26]([F:29])([F:28])[F:27].Br[CH2:31][CH3:32].